Dataset: Reaction yield outcomes from USPTO patents with 853,638 reactions. Task: Predict the reaction yield, written as a fraction of the theoretical maximum amount of product (1.0 means a 100% yield; for example, 0.34 means a 34% yield). The reactants are [NH2:1][C:2]1[CH:7]=[CH:6][CH:5]=[CH:4][C:3]=1[NH:8][C:9]([C@@H:11]1[CH2:15][CH2:14][CH2:13][N:12]1[C:16]1[N:21]=[CH:20][C:19]([C:22]([O:24][CH2:25][CH3:26])=[O:23])=[CH:18][N:17]=1)=O. The catalyst is CC(O)=O. The product is [NH:8]1[C:3]2[CH:4]=[CH:5][CH:6]=[CH:7][C:2]=2[N:1]=[C:9]1[C@@H:11]1[CH2:15][CH2:14][CH2:13][N:12]1[C:16]1[N:21]=[CH:20][C:19]([C:22]([O:24][CH2:25][CH3:26])=[O:23])=[CH:18][N:17]=1. The yield is 0.650.